From a dataset of Peptide-MHC class I binding affinity with 185,985 pairs from IEDB/IMGT. Regression. Given a peptide amino acid sequence and an MHC pseudo amino acid sequence, predict their binding affinity value. This is MHC class I binding data. (1) The peptide sequence is KEINLLSQT. The MHC is HLA-B44:03 with pseudo-sequence HLA-B44:03. The binding affinity (normalized) is 0.116. (2) The peptide sequence is ARPKRWLL. The MHC is HLA-A02:01 with pseudo-sequence HLA-A02:01. The binding affinity (normalized) is 0. (3) The peptide sequence is ETIEDYLGY. The MHC is HLA-A24:03 with pseudo-sequence HLA-A24:03. The binding affinity (normalized) is 0.0847.